This data is from Full USPTO retrosynthesis dataset with 1.9M reactions from patents (1976-2016). The task is: Predict the reactants needed to synthesize the given product. (1) Given the product [CH2:1]([O:3][C:4]([C:6]1[C:7]([N:26]2[CH2:25][CH2:24][C:23]([NH2:29])([CH2:22][C:21]3[CH:20]=[CH:19][C:18]([Cl:17])=[CH:31][CH:30]=3)[CH2:28][CH2:27]2)=[C:8]2[CH:14]=[N:34][NH:12][C:9]2=[N:10][CH:11]=1)=[O:5])[CH3:2], predict the reactants needed to synthesize it. The reactants are: [CH2:1]([O:3][C:4]([C:6]1[C:7](Cl)=[C:8]2[CH:14]=C[NH:12][C:9]2=[N:10][CH:11]=1)=[O:5])[CH3:2].Cl.[Cl:17][C:18]1[CH:31]=[CH:30][C:21]([CH2:22][C:23]2([NH2:29])[CH2:28][CH2:27][NH:26][CH2:25][CH2:24]2)=[CH:20][CH:19]=1.C([N:34](CC)CC)C. (2) The reactants are: [C:1]12([C:11]3[C:12]([OH:32])=[CH:13][C:14]([OH:31])=[C:15]([CH:30]=3)[C:16]([NH:18][CH2:19][C:20]3[CH:25]=[C:24]([O:26]C)[CH:23]=[CH:22][C:21]=3[O:28]C)=[O:17])[CH2:10][CH:5]3[CH2:6][CH:7]([CH2:9][CH:3]([CH2:4]3)[CH2:2]1)[CH2:8]2.B(Br)(Br)Br.CO. Given the product [C:1]12([C:11]3[C:12]([OH:32])=[CH:13][C:14]([OH:31])=[C:15]([CH:30]=3)[C:16]([NH:18][CH2:19][C:20]3[CH:25]=[C:24]([OH:26])[CH:23]=[CH:22][C:21]=3[OH:28])=[O:17])[CH2:10][CH:5]3[CH2:4][CH:3]([CH2:9][CH:7]([CH2:6]3)[CH2:8]1)[CH2:2]2, predict the reactants needed to synthesize it. (3) Given the product [F:35][C:32]([F:34])([F:33])[C:30]1[CH:29]=[C:5]([CH:4]=[C:3]([C:2]([F:1])([F:37])[F:36])[CH:31]=1)[CH2:6][N:7]([CH2:15][C:16]1[CH:24]=[C:23]([C:25]([F:27])([F:26])[F:28])[CH:22]=[CH:21][C:17]=1[NH:54][C:70](=[O:66])[O:64][CH2:57][C:58]1[CH:63]=[CH:62][CH:61]=[CH:60][CH:59]=1)[C:8]1[N:9]=[CH:10][C:11]([Br:14])=[CH:12][N:13]=1, predict the reactants needed to synthesize it. The reactants are: [F:1][C:2]([F:37])([F:36])[C:3]1[CH:4]=[C:5]([CH:29]=[C:30]([C:32]([F:35])([F:34])[F:33])[CH:31]=1)[CH2:6][N:7]([CH2:15][C:16]1[CH:24]=[C:23]([C:25]([F:28])([F:27])[F:26])[CH:22]=[CH:21][C:17]=1C(O)=O)[C:8]1[N:13]=[CH:12][C:11]([Br:14])=[CH:10][N:9]=1.O(P([N:54]=[N+]=[N-])(OC1C=CC=CC=1)=O)C1C=CC=CC=1.[CH2:57]([OH:64])[C:58]1[CH:63]=[CH:62][CH:61]=[CH:60][CH:59]=1.Cl.[O:66]1[CH2:70]CCC1. (4) Given the product [Br:1][C:2]1[CH:10]=[C:9]2[C:5]([CH:6]=[C:7]([CH2:11][OH:12])[NH:8]2)=[CH:4][CH:3]=1, predict the reactants needed to synthesize it. The reactants are: [Br:1][C:2]1[CH:10]=[C:9]2[C:5]([CH:6]=[C:7]([C:11](O)=[O:12])[NH:8]2)=[CH:4][CH:3]=1.[H-].[H-].[H-].[H-].[Li+].[Al+3]. (5) Given the product [CH:1]([N:4]1[C:8]([CH:9]2[CH2:12][C:11](=[O:19])[CH2:10]2)=[CH:7][C:6]([C:14]([O:16][CH2:17][CH3:18])=[O:15])=[N:5]1)([CH3:3])[CH3:2], predict the reactants needed to synthesize it. The reactants are: [CH:1]([N:4]1[C:8]([CH:9]2[CH2:12][C:11](=C)[CH2:10]2)=[CH:7][C:6]([C:14]([O:16][CH2:17][CH3:18])=[O:15])=[N:5]1)([CH3:3])[CH3:2].[OH2:19]. (6) Given the product [CH3:25][O:24][C:23]1[C:3]([CH3:1])=[CH:4][C:5]2[CH2:11][CH:10]([CH2:12][C:13]([O:15][CH2:16][CH3:17])=[O:14])[C:9]3[CH:18]=[CH:19][CH:20]=[CH:21][C:8]=3[CH2:7][C:6]=2[CH:22]=1, predict the reactants needed to synthesize it. The reactants are: [CH:1]([C:3]1[C:23]([O:24][CH3:25])=[CH:22][C:6]2[CH2:7][C:8]3[CH:21]=[CH:20][CH:19]=[CH:18][C:9]=3[CH:10]([CH2:12][C:13]([O:15][CH2:16][CH3:17])=[O:14])[CH2:11][C:5]=2[CH:4]=1)=O.Cl. (7) Given the product [NH2:19][C:20]1[CH:25]=[CH:24][C:23]([N:26]=[N:5][C:4]2[CH:6]=[CH:7][C:8]([C:10]#[N:11])=[CH:9][C:3]=2[C:1]#[N:2])=[CH:22][CH:21]=1, predict the reactants needed to synthesize it. The reactants are: [C:1]([C:3]1[CH:9]=[C:8]([C:10]#[N:11])[CH:7]=[CH:6][C:4]=1[NH2:5])#[N:2].N(OS(=O)(=O)O)=O.[NH2:19][C:20]1[CH:25]=[CH:24][CH:23]=[CH:22][CH:21]=1.[NH2:26]C(N)=O.C(=O)([O-])[O-].[Na+].[Na+]. (8) Given the product [C:37]([O:36][C:34]([N:31]1[CH2:30][CH2:29][N:28]([C:26]([O:13][CH2:12][C@@:11]([OH:15])([CH3:14])[CH2:10][N:3]2[CH:4]=[C:5]([N+:7]([O-:9])=[O:8])[N:6]=[C:2]2[Cl:1])=[O:27])[CH2:33][CH2:32]1)=[O:35])([CH3:40])([CH3:38])[CH3:39], predict the reactants needed to synthesize it. The reactants are: [Cl:1][C:2]1[N:3]([CH2:10][C@:11]([OH:15])([CH3:14])[CH2:12][OH:13])[CH:4]=[C:5]([N+:7]([O-:9])=[O:8])[N:6]=1.C(N(CC)C(C)C)(C)C.Cl[C:26]([N:28]1[CH2:33][CH2:32][N:31]([C:34]([O:36][C:37]([CH3:40])([CH3:39])[CH3:38])=[O:35])[CH2:30][CH2:29]1)=[O:27].